Predict the product of the given reaction. From a dataset of Forward reaction prediction with 1.9M reactions from USPTO patents (1976-2016). (1) Given the reactants C[O:2][C:3](=[O:31])[C:4]1[CH:9]=[CH:8][CH:7]=[C:6]([CH2:10][N:11]2[C:19]3[C:14](=[CH:15][C:16]([C:20]([OH:29])([C:25]([F:28])([F:27])[F:26])[C:21]([F:24])([F:23])[F:22])=[CH:17][CH:18]=3)[CH2:13][CH:12]2[CH3:30])[CH:5]=1.[Li+].[OH-], predict the reaction product. The product is: [CH3:30][CH:12]1[CH2:13][C:14]2[C:19](=[CH:18][CH:17]=[C:16]([C:20]([OH:29])([C:21]([F:24])([F:23])[F:22])[C:25]([F:27])([F:28])[F:26])[CH:15]=2)[N:11]1[CH2:10][C:6]1[CH:5]=[C:4]([CH:9]=[CH:8][CH:7]=1)[C:3]([OH:31])=[O:2]. (2) Given the reactants [O:1]=[C:2]1[C:11]2[C:6](=[CH:7][C:8]([CH2:12][C:13]([O:15][CH3:16])=[O:14])=[CH:9][CH:10]=2)[CH2:5][CH2:4][NH:3]1.Br[C:18]1[C:19]([CH3:24])=[N:20][CH:21]=[CH:22][CH:23]=1.CNCCNC.[O-]P([O-])([O-])=O.[K+].[K+].[K+], predict the reaction product. The product is: [CH3:24][C:19]1[C:18]([N:3]2[CH2:4][CH2:5][C:6]3[C:11](=[CH:10][CH:9]=[C:8]([CH2:12][C:13]([O:15][CH3:16])=[O:14])[CH:7]=3)[C:2]2=[O:1])=[CH:23][CH:22]=[CH:21][N:20]=1.